Dataset: Experimentally validated miRNA-target interactions with 360,000+ pairs, plus equal number of negative samples. Task: Binary Classification. Given a miRNA mature sequence and a target amino acid sequence, predict their likelihood of interaction. The miRNA is dme-miR-2b-3p with sequence UAUCACAGCCAGCUUUGAGGAGC. The protein sequence of the target gene is MSSVLSDYTIGGVKIHFPCRAYPAQLAMMNSIVRGLNSSQHCLLESPTGSGKSLALLCSALAWQQSLSEKPVDEGLNKKPEAPPSCSCACHSKNFTYSDTNLDTSPHFNSPSKPSSGRNGVSTPCQDSPEKNTLAAKLSAKKQASIHRDEDDDFQVEKKRIRPLETTQQIRKRHCLEKDVHHVDARLASEKRVKPESPIGKSFSDRKDSFQNVDGLCSRCCCSAKQGNNQEPANTVKKDHGGQCKRPKIYFGTRTHKQIAQITRELRKTAYSGVPMTILSSRDHSCVHPEVVGNFNRKEK.... Result: 0 (no interaction).